Dataset: NCI-60 drug combinations with 297,098 pairs across 59 cell lines. Task: Regression. Given two drug SMILES strings and cell line genomic features, predict the synergy score measuring deviation from expected non-interaction effect. (1) Drug 1: C1=NC(=NC(=O)N1C2C(C(C(O2)CO)O)O)N. Drug 2: CN(C(=O)NC(C=O)C(C(C(CO)O)O)O)N=O. Cell line: U251. Synergy scores: CSS=44.4, Synergy_ZIP=4.48, Synergy_Bliss=-1.60, Synergy_Loewe=-10.9, Synergy_HSA=-0.638. (2) Drug 1: C1=NC(=NC(=O)N1C2C(C(C(O2)CO)O)O)N. Drug 2: C1CN1C2=NC(=NC(=N2)N3CC3)N4CC4. Cell line: PC-3. Synergy scores: CSS=38.2, Synergy_ZIP=-4.09, Synergy_Bliss=-0.263, Synergy_Loewe=4.41, Synergy_HSA=5.14. (3) Drug 1: C1CCC(C1)C(CC#N)N2C=C(C=N2)C3=C4C=CNC4=NC=N3. Drug 2: C1CN1P(=S)(N2CC2)N3CC3. Cell line: SF-539. Synergy scores: CSS=13.9, Synergy_ZIP=-7.25, Synergy_Bliss=-6.91, Synergy_Loewe=-9.03, Synergy_HSA=-5.06. (4) Drug 1: C1=CC(=CC=C1CCC2=CNC3=C2C(=O)NC(=N3)N)C(=O)NC(CCC(=O)O)C(=O)O. Drug 2: C1=CN(C(=O)N=C1N)C2C(C(C(O2)CO)O)O.Cl. Cell line: SK-MEL-5. Synergy scores: CSS=14.9, Synergy_ZIP=-5.23, Synergy_Bliss=1.07, Synergy_Loewe=2.90, Synergy_HSA=2.58. (5) Drug 1: C1CN1P(=S)(N2CC2)N3CC3. Drug 2: CCN(CC)CCCC(C)NC1=C2C=C(C=CC2=NC3=C1C=CC(=C3)Cl)OC. Cell line: PC-3. Synergy scores: CSS=13.4, Synergy_ZIP=-3.88, Synergy_Bliss=-0.972, Synergy_Loewe=0.836, Synergy_HSA=0.942. (6) Drug 1: CCN(CC)CCNC(=O)C1=C(NC(=C1C)C=C2C3=C(C=CC(=C3)F)NC2=O)C. Drug 2: C(CC(=O)O)C(=O)CN.Cl. Cell line: PC-3. Synergy scores: CSS=13.3, Synergy_ZIP=-3.95, Synergy_Bliss=-3.99, Synergy_Loewe=-4.35, Synergy_HSA=-4.25. (7) Drug 2: CC1CCC2CC(C(=CC=CC=CC(CC(C(=O)C(C(C(=CC(C(=O)CC(OC(=O)C3CCCCN3C(=O)C(=O)C1(O2)O)C(C)CC4CCC(C(C4)OC)OCCO)C)C)O)OC)C)C)C)OC. Synergy scores: CSS=16.1, Synergy_ZIP=-5.92, Synergy_Bliss=-6.75, Synergy_Loewe=-7.36, Synergy_HSA=-1.52. Cell line: ACHN. Drug 1: CN(C)N=NC1=C(NC=N1)C(=O)N. (8) Drug 1: CN(C)N=NC1=C(NC=N1)C(=O)N. Drug 2: C1C(C(OC1N2C=C(C(=O)NC2=O)F)CO)O. Cell line: MCF7. Synergy scores: CSS=34.7, Synergy_ZIP=6.55, Synergy_Bliss=7.27, Synergy_Loewe=-13.2, Synergy_HSA=7.11.